Predict the reactants needed to synthesize the given product. From a dataset of Full USPTO retrosynthesis dataset with 1.9M reactions from patents (1976-2016). (1) Given the product [Cl:30][C:15]1[CH:16]=[C:17]2[C:21](=[CH:22][C:14]=1[N:11]1[CH2:10][CH2:9][N:8]([CH2:39][CH2:38][CH:37]([C:41]3[CH:46]=[CH:45][CH:44]=[CH:43][CH:42]=3)[C:31]3[CH:36]=[CH:35][CH:34]=[CH:33][CH:32]=3)[CH2:13][CH2:12]1)[C:20](=[O:23])[N:19]([CH:24]1[CH2:29][CH2:28][CH2:27][CH2:26][CH2:25]1)[CH2:18]2, predict the reactants needed to synthesize it. The reactants are: C(OC([N:8]1[CH2:13][CH2:12][N:11]([C:14]2[CH:22]=[C:21]3[C:17]([CH2:18][N:19]([CH:24]4[CH2:29][CH2:28][CH2:27][CH2:26][CH2:25]4)[C:20]3=[O:23])=[CH:16][C:15]=2[Cl:30])[CH2:10][CH2:9]1)=O)(C)(C)C.[C:31]1([CH:37]([C:41]2[CH:46]=[CH:45][CH:44]=[CH:43][CH:42]=2)[CH2:38][CH2:39]Br)[CH:36]=[CH:35][CH:34]=[CH:33][CH:32]=1. (2) Given the product [CH3:9][O:10][C:11]([C:13]1[C:18]([I:20])=[N:17][CH:16]=[CH:15][N:14]=1)=[O:12], predict the reactants needed to synthesize it. The reactants are: N(OCCC(C)C)=O.[CH3:9][O:10][C:11]([C:13]1[C:18](N)=[N:17][CH:16]=[CH:15][N:14]=1)=[O:12].[I:20]CI. (3) Given the product [F:21][C:18]1[CH:19]=[CH:20][C:15]([N:10]2[C:11]([CH:12]([CH3:14])[CH3:13])=[C:7]([N:4]3[CH2:5][CH2:6][CH:2]([N:28]4[C:24]([CH3:23])=[CH:25][C:26]([C:29]([F:32])([F:31])[F:30])=[N:27]4)[C:3]3=[O:22])[CH:8]=[N:9]2)=[CH:16][CH:17]=1, predict the reactants needed to synthesize it. The reactants are: Br[CH:2]1[CH2:6][CH2:5][N:4]([C:7]2[CH:8]=[N:9][N:10]([C:15]3[CH:20]=[CH:19][C:18]([F:21])=[CH:17][CH:16]=3)[C:11]=2[CH:12]([CH3:14])[CH3:13])[C:3]1=[O:22].[CH3:23][C:24]1[NH:28][N:27]=[C:26]([C:29]([F:32])([F:31])[F:30])[CH:25]=1.C([O-])([O-])=O.[K+].[K+]. (4) Given the product [Cl:30][C:21]1[CH:22]=[N:23][C:24]2[C:19]([N:20]=1)=[CH:18][C:17]([C:15]([C:3]1[CH:4]=[C:5]([NH:8][C:9](=[O:14])[C:10]([CH3:13])([CH3:12])[CH3:11])[CH:6]=[CH:7][C:2]=1[F:1])=[O:16])=[CH:26][CH:25]=2, predict the reactants needed to synthesize it. The reactants are: [F:1][C:2]1[CH:7]=[CH:6][C:5]([NH:8][C:9](=[O:14])[C:10]([CH3:13])([CH3:12])[CH3:11])=[CH:4][C:3]=1[C:15]([C:17]1[CH:18]=[C:19]2[C:24](=[CH:25][CH:26]=1)[N:23]=[CH:22][C:21](O)=[N:20]2)=[O:16].O=S(Cl)[Cl:30]. (5) Given the product [O:1]1[CH2:6][CH2:5][CH:4]([C:7]2[CH:12]=[CH:11][C:10]([N:13]3[CH2:17][C@H:16]([CH2:18][NH:19][C:20](=[O:22])[CH3:21])[O:15][C:14]3=[O:23])=[CH:9][C:8]=2[F:24])[CH2:3][CH2:2]1, predict the reactants needed to synthesize it. The reactants are: [O:1]1[CH2:6][CH:5]=[C:4]([C:7]2[CH:12]=[CH:11][C:10]([N:13]3[CH2:17][C@H:16]([CH2:18][NH:19][C:20](=[O:22])[CH3:21])[O:15][C:14]3=[O:23])=[CH:9][C:8]=2[F:24])[CH2:3][CH2:2]1. (6) Given the product [Si:1]([O:8][CH2:9][C:10]1[N:11]([CH3:36])[C:12]2[CH:13]=[C:14]3[CH2:23][CH2:22][CH2:21][C:20]4[C:46]([OH:47])=[C:37]([C:38]([O:40][CH3:41])=[O:39])[C:42](=[O:43])[N:24]([CH2:25][C:26]5[CH:31]=[CH:30][C:29]([O:32][CH3:33])=[CH:28][C:27]=5[O:34][CH3:35])[C:19]=4[C:15]3=[CH:16][C:17]=2[CH:18]=1)([C:4]([CH3:7])([CH3:6])[CH3:5])([CH3:3])[CH3:2], predict the reactants needed to synthesize it. The reactants are: [Si:1]([O:8][CH2:9][C:10]1[N:11]([CH3:36])[C:12]2[C:17]([CH:18]=1)=[CH:16][C:15]1[C:19](=[N:24][CH2:25][C:26]3[CH:31]=[CH:30][C:29]([O:32][CH3:33])=[CH:28][C:27]=3[O:34][CH3:35])[CH2:20][CH2:21][CH2:22][CH2:23][C:14]=1[CH:13]=2)([C:4]([CH3:7])([CH3:6])[CH3:5])([CH3:3])[CH3:2].[CH:37]([C:46](OC)=[O:47])([C:42](OC)=[O:43])[C:38]([O:40][CH3:41])=[O:39].